Dataset: Full USPTO retrosynthesis dataset with 1.9M reactions from patents (1976-2016). Task: Predict the reactants needed to synthesize the given product. (1) Given the product [CH:1]([CH:4]1[C:9](=[O:10])[NH:8][C:7]2[CH:11]=[C:12]([O:34][CH3:35])[CH:13]=[C:14]([C:15]3[C:16]4[CH:25]=[N:24][NH:23][C:17]=4[C:18](=[O:22])[N:19]([CH3:21])[CH:20]=3)[C:6]=2[O:5]1)([CH3:3])[CH3:2], predict the reactants needed to synthesize it. The reactants are: [CH:1]([CH:4]1[C:9](=[O:10])[NH:8][C:7]2[CH:11]=[C:12]([O:34][CH3:35])[CH:13]=[C:14]([C:15]3[C:16]4[CH:25]=[N:24][N:23](COCC[Si](C)(C)C)[C:17]=4[C:18](=[O:22])[N:19]([CH3:21])[CH:20]=3)[C:6]=2[O:5]1)([CH3:3])[CH3:2].[OH-].[NH4+]. (2) The reactants are: [CH:1]1([CH2:4][O:5][Si](C)(C)C)[CH2:3][CH2:2]1.C([SiH](CC)CC)C.[NH2:17][C:18]1[O:19][CH2:20][C:21]2([N:37]=1)[CH:34]1[CH:29]([CH2:30][CH2:31][C:32](=O)[CH2:33]1)[O:28][C:27]1[C:22]2=[CH:23][C:24]([Br:36])=[CH:25][CH:26]=1.FC(F)(F)S(O[Si](C(C)(C)C)(C)C)(=O)=O. Given the product [Br:36][C:24]1[CH:23]=[C:22]2[C:27]([O:28][C@@H:29]3[C@@H:34]([C:21]42[CH2:20][O:19][C:18]([NH2:17])=[N:37]4)[CH2:33][CH:32]([O:5][CH2:4][CH:1]2[CH2:3][CH2:2]2)[CH2:31][CH2:30]3)=[CH:26][CH:25]=1, predict the reactants needed to synthesize it. (3) The reactants are: [F:1][C:2]1[CH:7]=[CH:6][C:5]([CH:8]2[CH2:13][CH:12]([N:14]([CH3:16])[CH3:15])[CH2:11][CH2:10][N:9]2[C:17]([O-:19])=[O:18])=[C:4](/[CH:20]=[C:21]2/[C:22](=[O:32])[N:23]=[C:24]([N:26]3[CH2:31][CH2:30][NH:29][CH2:28][CH2:27]3)[S:25]/2)[CH:3]=1.[ClH:33].O1CCOCC1. Given the product [ClH:33].[ClH:33].[F:1][C:2]1[CH:7]=[CH:6][C:5]([CH:8]2[CH2:13][CH:12]([N:14]([CH3:15])[CH3:16])[CH2:11][CH2:10][N:9]2[C:17]([OH:19])=[O:18])=[C:4](/[CH:20]=[C:21]2/[C:22](=[O:32])[N:23]=[C:24]([N:26]3[CH2:31][CH2:30][NH:29][CH2:28][CH2:27]3)[S:25]/2)[CH:3]=1, predict the reactants needed to synthesize it. (4) Given the product [C:1]([O:5][C:6]([N:8]1[CH2:13][CH2:12][CH:11]([N:14]2[C:15]3[CH:20]=[CH:19][C:18]([S:21]([C:24]4[CH:29]=[CH:28][CH:27]=[CH:26][CH:25]=4)(=[O:23])=[O:22])=[CH:17][C:16]=3[O:30][CH2:31][CH2:32]2)[CH2:10][CH2:9]1)=[O:7])([CH3:4])([CH3:3])[CH3:2], predict the reactants needed to synthesize it. The reactants are: [C:1]([O:5][C:6]([N:8]1[CH2:13][CH2:12][CH:11]([NH:14][C:15]2[CH:20]=[CH:19][C:18]([S:21]([C:24]3[CH:29]=[CH:28][CH:27]=[CH:26][CH:25]=3)(=[O:23])=[O:22])=[CH:17][C:16]=2[O:30][CH2:31][CH2:32]Cl)[CH2:10][CH2:9]1)=[O:7])([CH3:4])([CH3:3])[CH3:2].[I-].[Na+].[H-].[Na+].O. (5) The reactants are: CS(O[C@H:6]1[CH2:11][CH2:10][C@@H:9]([C:12]2[CH:17]=[CH:16][C:15]([O:18][CH3:19])=[CH:14][CH:13]=2)[CH2:8][CH2:7]1)(=O)=O.[N-:20]=[N+]=[N-].[Na+]. Given the product [CH3:19][O:18][C:15]1[CH:16]=[CH:17][C:12]([C@H:9]2[CH2:10][CH2:11][C@H:6]([NH2:20])[CH2:7][CH2:8]2)=[CH:13][CH:14]=1, predict the reactants needed to synthesize it. (6) The reactants are: [OH:1][C@@H:2]([C@H:4]1[C:34](=[O:35])[N:6]2[C:7]([C:21]([O:23]CC3C=CC([N+]([O-])=O)=CC=3)=[O:22])=[C:8]([C:11]3[S:15][C:14]4=[C:16]([S:19][CH3:20])[N:17]=[CH:18][N:13]4[CH:12]=3)[C@H:9]([CH3:10])[C@H:5]12)[CH3:3].C([Si](CC)(CC)[O:39][C:40]1[CH:41]=[C:42]([CH:45]=[C:46]([O:48][Si](CC)(CC)CC)[CH:47]=1)[CH2:43]Br)C. Given the product [OH:39][C:40]1[CH:41]=[C:42]([CH:45]=[C:46]([OH:48])[CH:47]=1)[CH2:43][N:17]1[C:16]([S:19][CH3:20])=[C:14]2[S:15][C:11]([C:8]3[C@H:9]([CH3:10])[C@@H:5]4[C@@H:4]([C@H:2]([OH:1])[CH3:3])[C:34](=[O:35])[N:6]4[C:7]=3[C:21]([O-:23])=[O:22])=[CH:12][N+:13]2=[CH:18]1, predict the reactants needed to synthesize it. (7) Given the product [C:24]([NH:27][C@@H:28]([CH3:32])[C:29]([N:17]1[CH2:18][C@H:19]([OH:21])[CH2:20][C@H:16]1[C:14]([NH:13][CH2:12][C:11]1[CH:10]=[CH:9][C:8]([C:4]2[S:3][C:2]([CH3:1])=[N:6][C:5]=2[CH3:7])=[CH:23][CH:22]=1)=[O:15])=[O:30])(=[O:26])[CH3:25], predict the reactants needed to synthesize it. The reactants are: [CH3:1][C:2]1[S:3][C:4]([C:8]2[CH:23]=[CH:22][C:11]([CH2:12][NH:13][C:14]([C@@H:16]3[CH2:20][C@@H:19]([OH:21])[CH2:18][NH:17]3)=[O:15])=[CH:10][CH:9]=2)=[C:5]([CH3:7])[N:6]=1.[C:24]([NH:27][C@@H:28]([CH3:32])[C:29](O)=[O:30])(=[O:26])[CH3:25].CCN(C(C)C)C(C)C.CN(C(ON1N=NC2C=CC=NC1=2)=[N+](C)C)C.F[P-](F)(F)(F)(F)F. (8) Given the product [CH3:15][N:16]1[CH2:21][CH2:20][C:19]2[N:22]([C:2]3[CH:7]=[CH:6][C:5]([CH2:8][N:9]4[CH2:13][CH2:12][CH2:11][C:10]4=[O:14])=[CH:4][CH:3]=3)[N:23]=[C:24]([C:25]([F:27])([F:26])[F:28])[C:18]=2[CH2:17]1, predict the reactants needed to synthesize it. The reactants are: I[C:2]1[CH:7]=[CH:6][C:5]([CH2:8][N:9]2[CH2:13][CH2:12][CH2:11][C:10]2=[O:14])=[CH:4][CH:3]=1.[CH3:15][N:16]1[CH2:21][CH2:20][C:19]2[NH:22][N:23]=[C:24]([C:25]([F:28])([F:27])[F:26])[C:18]=2[CH2:17]1.CN(C)CC(O)=O.C(=O)([O-])[O-].[K+].[K+]. (9) Given the product [Cl:15][C:16]1[CH:23]=[CH:22][C:19]([CH2:20][NH:21][C:12]([C:3]2[C:2](=[O:1])[C:11]3[C:6](=[CH:7][CH:8]=[CH:9][CH:10]=3)[NH:5][N:4]=2)=[O:14])=[CH:18][CH:17]=1, predict the reactants needed to synthesize it. The reactants are: [O:1]=[C:2]1[C:11]2[C:6](=[CH:7][CH:8]=[CH:9][CH:10]=2)[NH:5][N:4]=[C:3]1[C:12]([OH:14])=O.[Cl:15][C:16]1[CH:23]=[CH:22][C:19]([CH2:20][NH2:21])=[CH:18][CH:17]=1.C(Cl)CCl.C1C=CC2N(O)N=NC=2C=1.